This data is from Reaction yield outcomes from USPTO patents with 853,638 reactions. The task is: Predict the reaction yield, written as a fraction of the theoretical maximum amount of product (1.0 means a 100% yield; for example, 0.34 means a 34% yield). (1) The reactants are [Br:1][C:2]1[CH:7]=[CH:6][C:5]([NH:8][C:9](=O)[CH3:10])=[C:4]([C:12]([F:15])([F:14])[F:13])[CH:3]=1.C(Cl)Cl.[N-:19]=[N+:20]=[N-:21].[Na+].FC(F)(F)S(OS(C(F)(F)F)(=O)=O)(=O)=O. The catalyst is C(#N)C. The product is [Br:1][C:2]1[CH:7]=[CH:6][C:5]([N:8]2[C:9]([CH3:10])=[N:21][N:20]=[N:19]2)=[C:4]([C:12]([F:15])([F:14])[F:13])[CH:3]=1. The yield is 0.700. (2) The reactants are C([N+](CCCC)(CCCC)CCCC)CCC.[OH-].[Na+].[CH2:20]([OH:23])[CH:21]=[CH2:22].Br[CH2:25][C:26]([O:28][C:29]([CH3:32])([CH3:31])[CH3:30])=[O:27]. The catalyst is O.C1(C)C=CC=CC=1. The product is [CH2:20]([O:23][CH2:25][C:26]([O:28][C:29]([CH3:32])([CH3:31])[CH3:30])=[O:27])[CH:21]=[CH2:22]. The yield is 1.00.